From a dataset of Full USPTO retrosynthesis dataset with 1.9M reactions from patents (1976-2016). Predict the reactants needed to synthesize the given product. (1) Given the product [CH3:12][C:5]1[CH:6]=[CH:7][CH:8]=[C:9]2[C:4]=1[N:3]=[C:2]([CH:1]=[O:15])[CH:11]=[CH:10]2, predict the reactants needed to synthesize it. The reactants are: [CH3:1][C:2]1[CH:11]=[CH:10][C:9]2[C:4](=[C:5]([CH3:12])[CH:6]=[CH:7][CH:8]=2)[N:3]=1.CC[OH:15]. (2) Given the product [CH3:11][O:12][C:13]1[CH:14]=[C:15]([C:2]2[C:7]([N+:8]([O-:10])=[O:9])=[CH:6][CH:5]=[CH:4][N:3]=2)[CH:16]=[CH:17][C:18]=1[O:19][CH3:20], predict the reactants needed to synthesize it. The reactants are: Cl[C:2]1[C:7]([N+:8]([O-:10])=[O:9])=[CH:6][CH:5]=[CH:4][N:3]=1.[CH3:11][O:12][C:13]1[CH:14]=[C:15](B(O)O)[CH:16]=[CH:17][C:18]=1[O:19][CH3:20].O.P([O-])([O-])([O-])=O.[K+].[K+].[K+].